From a dataset of HIV replication inhibition screening data with 41,000+ compounds from the AIDS Antiviral Screen. Binary Classification. Given a drug SMILES string, predict its activity (active/inactive) in a high-throughput screening assay against a specified biological target. (1) The molecule is NC(=S)N1N=C2c3ccccc3CCC2C1c1ccccc1. The result is 0 (inactive). (2) The molecule is Oc1nc(N2CCOCC2)nc2cc3ccccc3cc12. The result is 0 (inactive). (3) The molecule is O=[N+]([O-])CC1CCCCC1O. The result is 0 (inactive). (4) The compound is COC(=O)C(=NNC(N)=S)C(C#N)c1ccccc1. The result is 0 (inactive).